From a dataset of NCI-60 drug combinations with 297,098 pairs across 59 cell lines. Regression. Given two drug SMILES strings and cell line genomic features, predict the synergy score measuring deviation from expected non-interaction effect. (1) Drug 1: CC12CCC3C(C1CCC2=O)CC(=C)C4=CC(=O)C=CC34C. Drug 2: CCC1(CC2CC(C3=C(CCN(C2)C1)C4=CC=CC=C4N3)(C5=C(C=C6C(=C5)C78CCN9C7C(C=CC9)(C(C(C8N6C)(C(=O)OC)O)OC(=O)C)CC)OC)C(=O)OC)O.OS(=O)(=O)O. Cell line: SR. Synergy scores: CSS=90.0, Synergy_ZIP=0.0327, Synergy_Bliss=0.264, Synergy_Loewe=-3.25, Synergy_HSA=1.43. (2) Drug 1: COC1=C(C=C2C(=C1)N=CN=C2NC3=CC(=C(C=C3)F)Cl)OCCCN4CCOCC4. Drug 2: C1=NC2=C(N=C(N=C2N1C3C(C(C(O3)CO)O)O)F)N. Cell line: T-47D. Synergy scores: CSS=16.7, Synergy_ZIP=-5.06, Synergy_Bliss=0.801, Synergy_Loewe=-3.42, Synergy_HSA=0.659. (3) Drug 1: C1CN1P(=S)(N2CC2)N3CC3. Drug 2: CC12CCC3C(C1CCC2O)C(CC4=C3C=CC(=C4)O)CCCCCCCCCS(=O)CCCC(C(F)(F)F)(F)F. Cell line: NCI-H460. Synergy scores: CSS=33.2, Synergy_ZIP=0.215, Synergy_Bliss=-0.576, Synergy_Loewe=-11.4, Synergy_HSA=-0.268. (4) Drug 1: CC1=CC=C(C=C1)C2=CC(=NN2C3=CC=C(C=C3)S(=O)(=O)N)C(F)(F)F. Drug 2: CC1=C(N=C(N=C1N)C(CC(=O)N)NCC(C(=O)N)N)C(=O)NC(C(C2=CN=CN2)OC3C(C(C(C(O3)CO)O)O)OC4C(C(C(C(O4)CO)O)OC(=O)N)O)C(=O)NC(C)C(C(C)C(=O)NC(C(C)O)C(=O)NCCC5=NC(=CS5)C6=NC(=CS6)C(=O)NCCC[S+](C)C)O. Cell line: BT-549. Synergy scores: CSS=19.0, Synergy_ZIP=-7.31, Synergy_Bliss=-2.28, Synergy_Loewe=-14.6, Synergy_HSA=-1.88. (5) Drug 1: CCCCC(=O)OCC(=O)C1(CC(C2=C(C1)C(=C3C(=C2O)C(=O)C4=C(C3=O)C=CC=C4OC)O)OC5CC(C(C(O5)C)O)NC(=O)C(F)(F)F)O. Drug 2: C1=NC2=C(N=C(N=C2N1C3C(C(C(O3)CO)O)F)Cl)N. Cell line: COLO 205. Synergy scores: CSS=72.6, Synergy_ZIP=-4.58, Synergy_Bliss=0.448, Synergy_Loewe=0.609, Synergy_HSA=0.979. (6) Cell line: 786-0. Drug 1: C1CN1C2=NC(=NC(=N2)N3CC3)N4CC4. Synergy scores: CSS=32.4, Synergy_ZIP=0.197, Synergy_Bliss=-1.05, Synergy_Loewe=-0.701, Synergy_HSA=-1.60. Drug 2: CN(C)C1=NC(=NC(=N1)N(C)C)N(C)C. (7) Drug 1: C1CCC(CC1)NC(=O)N(CCCl)N=O. Drug 2: CS(=O)(=O)CCNCC1=CC=C(O1)C2=CC3=C(C=C2)N=CN=C3NC4=CC(=C(C=C4)OCC5=CC(=CC=C5)F)Cl. Cell line: NCI-H226. Synergy scores: CSS=21.0, Synergy_ZIP=2.51, Synergy_Bliss=9.85, Synergy_Loewe=6.68, Synergy_HSA=8.13. (8) Drug 1: C1CCN(CC1)CCOC2=CC=C(C=C2)C(=O)C3=C(SC4=C3C=CC(=C4)O)C5=CC=C(C=C5)O. Drug 2: CC(C)CN1C=NC2=C1C3=CC=CC=C3N=C2N. Cell line: OVCAR-5. Synergy scores: CSS=-3.89, Synergy_ZIP=2.65, Synergy_Bliss=4.65, Synergy_Loewe=-0.942, Synergy_HSA=-0.843. (9) Drug 1: C1=NC2=C(N=C(N=C2N1C3C(C(C(O3)CO)O)F)Cl)N. Drug 2: CC1=C2C(C(=O)C3(C(CC4C(C3C(C(C2(C)C)(CC1OC(=O)C(C(C5=CC=CC=C5)NC(=O)C6=CC=CC=C6)O)O)OC(=O)C7=CC=CC=C7)(CO4)OC(=O)C)O)C)OC(=O)C. Cell line: MALME-3M. Synergy scores: CSS=10.5, Synergy_ZIP=-6.04, Synergy_Bliss=-6.82, Synergy_Loewe=-33.3, Synergy_HSA=-3.97.